Task: Predict the reactants needed to synthesize the given product.. Dataset: Full USPTO retrosynthesis dataset with 1.9M reactions from patents (1976-2016) (1) Given the product [ClH:29].[ClH:29].[NH2:1][C:2]1[S:3][CH:4]=[C:5]([CH2:7][C:8]([NH:10][C:11]2[CH:12]=[CH:13][C:14]([CH2:17][CH2:18][NH:19][CH2:20][C@H:21]([OH:28])[C:22]3[CH:23]=[CH:24][CH:25]=[CH:26][CH:27]=3)=[CH:15][CH:16]=2)=[O:9])[N:6]=1, predict the reactants needed to synthesize it. The reactants are: [NH2:1][C:2]1[S:3][CH:4]=[C:5]([CH2:7][C:8]([NH:10][C:11]2[CH:16]=[CH:15][C:14]([CH2:17][CH2:18][NH:19][CH2:20][C@H:21]([OH:28])[C:22]3[CH:27]=[CH:26][CH:25]=[CH:24][CH:23]=3)=[CH:13][CH:12]=2)=[O:9])[N:6]=1.[ClH:29]. (2) Given the product [Cl:1][C:2]1[CH:3]=[CH:4][C:5]([CH:15]=[O:16])=[C:6]([NH:8][C:9](=[O:14])[C:10]([CH3:11])([CH3:12])[CH3:13])[CH:7]=1, predict the reactants needed to synthesize it. The reactants are: [Cl:1][C:2]1[CH:3]=[CH:4][C:5]([CH2:15][OH:16])=[C:6]([NH:8][C:9](=[O:14])[C:10]([CH3:13])([CH3:12])[CH3:11])[CH:7]=1.CC(OI1(OC(C)=O)(OC(C)=O)OC(=O)C2C=CC=CC1=2)=O.S([O-])([O-])(=O)=S.[Na+].[Na+].[O-]S([O-])=O.[Na+].[Na+]. (3) Given the product [CH3:20][N:22]([CH3:24])/[CH:23]=[CH:1]/[C:2]1[C:12]([N+:13]([O-:15])=[O:14])=[CH:11][C:10]([N+:16]([O-:18])=[O:17])=[CH:9][C:3]=1[C:4]([O:6][CH2:7][CH3:8])=[O:5], predict the reactants needed to synthesize it. The reactants are: [CH3:1][C:2]1[C:12]([N+:13]([O-:15])=[O:14])=[CH:11][C:10]([N+:16]([O-:18])=[O:17])=[CH:9][C:3]=1[C:4]([O:6][CH2:7][CH3:8])=[O:5].C[C:20]([N:22]([CH3:24])[CH3:23])=O.